Dataset: Forward reaction prediction with 1.9M reactions from USPTO patents (1976-2016). Task: Predict the product of the given reaction. (1) Given the reactants C(O[C:4]([C:6]1[CH:11]=[C:10]([Cl:12])[CH:9]=[C:8]([CH3:13])[N:7]=1)=[O:5])C.[NH2:14][C:15]1[S:16][CH:17]=[C:18]([CH3:20])[N:19]=1, predict the reaction product. The product is: [CH3:20][C:18]1[N:19]=[C:15]([NH:14][C:4]([C:6]2[CH:11]=[C:10]([Cl:12])[CH:9]=[C:8]([CH3:13])[N:7]=2)=[O:5])[S:16][CH:17]=1. (2) Given the reactants [CH3:1][O:2]/[N:3]=[C:4](\[C:11]([NH:13][C@@H:14]1[C:17](=[O:18])[N:16]2[C:19]([C:32]([OH:34])=[O:33])=[C:20]([CH2:23][S:24][C:25]([C:27]3[O:31][CH:30]=[CH:29][CH:28]=3)=[O:26])[CH2:21][S:22][C@H:15]12)=[O:12])/[C:5]1[N:9]=[C:8]([NH2:10])[S:7][CH:6]=1.Cl.C(NN)(=O)CCCCC(NN)=O, predict the reaction product. The product is: [CH3:1][O:2]/[N:3]=[C:4](\[C:11]([NH:13][C@@H:14]1[C:17](=[O:18])[N:16]2[C:19]([C:32]([OH:34])=[O:33])=[C:20]([CH2:23][S:24][C:25]([C:27]3[O:31][CH:30]=[CH:29][CH:28]=3)=[O:26])[CH2:21][S:22][C@H:15]12)=[O:12])/[C:5]1[N:9]=[C:8]([NH2:10])[S:7][CH:6]=1.